Dataset: CYP1A2 inhibition data for predicting drug metabolism from PubChem BioAssay. Task: Regression/Classification. Given a drug SMILES string, predict its absorption, distribution, metabolism, or excretion properties. Task type varies by dataset: regression for continuous measurements (e.g., permeability, clearance, half-life) or binary classification for categorical outcomes (e.g., BBB penetration, CYP inhibition). Dataset: cyp1a2_veith. (1) The molecule is COc1cccc(-c2nc(CS(=O)(=O)CC(=O)NCCCOC(C)C)c(C)o2)c1. The result is 0 (non-inhibitor). (2) The compound is C[C@@H](CNC(N)=O)NC(N)=O. The result is 0 (non-inhibitor). (3) The drug is c1ccc(-c2nc(-c3cccs3)[nH]c2-c2ccccc2)cc1. The result is 1 (inhibitor). (4) The compound is N/C(CC/C(N)=N/O)=N\O. The result is 0 (non-inhibitor). (5) The compound is C/C(=N\NC(N)=O)c1ccc(Cl)cc1. The result is 1 (inhibitor). (6) The compound is COC(=O)N1CCC2(CC1)CCN(C(c1ccccc1)c1ccccc1)CC2. The result is 0 (non-inhibitor). (7) The result is 0 (non-inhibitor). The drug is O=C(c1ccncc1)N1CCC2(CC1)CCN(c1ccncc1)CC2.